From a dataset of Reaction yield outcomes from USPTO patents with 853,638 reactions. Predict the reaction yield, written as a fraction of the theoretical maximum amount of product (1.0 means a 100% yield; for example, 0.34 means a 34% yield). The reactants are [CH3:1][C:2]1[CH:7]=[C:6]([O:8][CH2:9][CH2:10][N:11]2[CH2:15][CH2:14][CH2:13][C:12]2=[O:16])[CH:5]=[C:4]([CH3:17])[C:3]=1[C:18]1[CH:23]=[CH:22][CH:21]=[C:20]([CH2:24][N:25](S(C2C=CC=CC=2[N+]([O-])=O)(=O)=O)[C:26]2[CH:31]=[CH:30][C:29]([CH2:32][CH2:33][C:34]([O:36][C:37]([CH3:40])([CH3:39])[CH3:38])=[O:35])=[C:28]([F:41])[CH:27]=2)[CH:19]=1.SCC(O)=O.O.[OH-].[Li+]. The catalyst is CN(C)C=O. The product is [CH3:17][C:4]1[CH:5]=[C:6]([O:8][CH2:9][CH2:10][N:11]2[CH2:15][CH2:14][CH2:13][C:12]2=[O:16])[CH:7]=[C:2]([CH3:1])[C:3]=1[C:18]1[CH:23]=[CH:22][CH:21]=[C:20]([CH2:24][NH:25][C:26]2[CH:31]=[CH:30][C:29]([CH2:32][CH2:33][C:34]([O:36][C:37]([CH3:39])([CH3:38])[CH3:40])=[O:35])=[C:28]([F:41])[CH:27]=2)[CH:19]=1. The yield is 0.740.